Task: Predict the reaction yield, written as a fraction of the theoretical maximum amount of product (1.0 means a 100% yield; for example, 0.34 means a 34% yield).. Dataset: Reaction yield outcomes from USPTO patents with 853,638 reactions (1) The reactants are [I:1][C:2]1[C:3](N)=[CH:4][C:5]2[C:10]([CH:11]=1)=[CH:9][CH:8]=[C:7]([O:12][CH3:13])[CH:6]=2.N([O-])=O.[Na+].[ClH:19]. The catalyst is O.Cl[Cu]. The product is [Cl:19][C:3]1[C:2]([I:1])=[CH:11][C:10]2[C:5]([CH:4]=1)=[CH:6][C:7]([O:12][CH3:13])=[CH:8][CH:9]=2. The yield is 0.850. (2) The reactants are Cl.[O:2]1[C:6]2[CH:7]=[CH:8][CH:9]=[CH:10][C:5]=2[CH2:4][CH:3]1[CH2:11][NH2:12].F[C:14]1[CH:22]=[N:21][CH:20]=[CH:19][C:15]=1[C:16]([OH:18])=[O:17]. No catalyst specified. The product is [O:2]1[C:6]2[CH:7]=[CH:8][CH:9]=[CH:10][C:5]=2[CH2:4][CH:3]1[CH2:11][NH:12][C:19]1[CH:20]=[N:21][CH:22]=[CH:14][C:15]=1[C:16]([OH:18])=[O:17]. The yield is 0.180. (3) The reactants are [C:1]([OH:9])(=O)[C:2]1[CH:7]=[CH:6][N:5]=[CH:4][CH:3]=1.CN1CCOCC1.ClC(OCC(C)C)=O.[NH2:25][C:26]1[CH:27]=[C:28]([C:32]2[N:37]3[N:38]=[CH:39][C:40]([C:41]([C:43]4[S:44][CH:45]=[CH:46][CH:47]=4)=[O:42])=[C:36]3[N:35]=[CH:34][CH:33]=2)[CH:29]=[CH:30][CH:31]=1.C(N(CC)CC)C. The catalyst is C(Cl)Cl.CN(C)C1C=CN=CC=1. The product is [S:44]1[CH:45]=[CH:46][CH:47]=[C:43]1[C:41]([C:40]1[CH:39]=[N:38][N:37]2[C:32]([C:28]3[CH:27]=[C:26]([NH:25][C:1](=[O:9])[C:2]4[CH:3]=[CH:4][N:5]=[CH:6][CH:7]=4)[CH:31]=[CH:30][CH:29]=3)=[CH:33][CH:34]=[N:35][C:36]=12)=[O:42]. The yield is 0.640.